Dataset: Full USPTO retrosynthesis dataset with 1.9M reactions from patents (1976-2016). Task: Predict the reactants needed to synthesize the given product. Given the product [C:11]1([CH3:16])[CH:12]=[CH:13][CH:14]=[CH:15][C:10]=1[CH:9]=[CH:8][C:6]1[CH:5]=[CH:4][N:3]=[C:2]([NH2:18])[CH:7]=1, predict the reactants needed to synthesize it. The reactants are: Br[C:2]1[CH:7]=[C:6]([CH:8]=[CH:9][C:10]2[CH:15]=[CH:14][CH:13]=[CH:12][C:11]=2[CH3:16])[CH:5]=[CH:4][N:3]=1.[OH-].[NH4+:18].O1CCOCC1.